Dataset: Full USPTO retrosynthesis dataset with 1.9M reactions from patents (1976-2016). Task: Predict the reactants needed to synthesize the given product. (1) Given the product [CH2:27]([S:26][C:21]1[CH:22]=[CH:23][CH:24]=[CH:25][C:20]=1[C:8]1[N:7]=[C:6]([NH:4][CH2:1][CH2:2][CH3:3])[C:15]2[C:10](=[CH:11][C:12]([C:16]([F:17])([F:18])[F:19])=[CH:13][CH:14]=2)[N:9]=1)[CH3:28], predict the reactants needed to synthesize it. The reactants are: [CH2:1]([NH2:4])[CH2:2][CH3:3].Cl[C:6]1[C:15]2[C:10](=[CH:11][C:12]([C:16]([F:19])([F:18])[F:17])=[CH:13][CH:14]=2)[N:9]=[C:8]([C:20]2[CH:25]=[CH:24][CH:23]=[CH:22][C:21]=2[S:26][CH2:27][CH3:28])[N:7]=1.C(#N)C.C1COCC1. (2) Given the product [ClH:47].[CH3:21][C@@H:20]1[N:19]([C:22](=[O:28])[CH2:23][S:24]([CH3:27])(=[O:26])=[O:25])[C:18]2[CH:29]=[CH:30][CH:31]=[CH:32][C:17]=2[N:16]([CH2:33][C:34]2[C:43]3[C:38](=[CH:39][CH:40]=[CH:41][CH:42]=3)[N:37]=[CH:36][C:35]=2[CH3:44])[C:15](=[O:45])[C@H:14]1[NH:13][C:11](=[O:12])[C@@H:10]([NH:2][CH3:1])[CH3:46], predict the reactants needed to synthesize it. The reactants are: [CH3:1][N:2]([C@@H:10]([CH3:46])[C:11]([NH:13][C@H:14]1[C@H:20]([CH3:21])[N:19]([C:22](=[O:28])[CH2:23][S:24]([CH3:27])(=[O:26])=[O:25])[C:18]2[CH:29]=[CH:30][CH:31]=[CH:32][C:17]=2[N:16]([CH2:33][C:34]2[C:43]3[C:38](=[CH:39][CH:40]=[CH:41][CH:42]=3)[N:37]=[CH:36][C:35]=2[CH3:44])[C:15]1=[O:45])=[O:12])C(=O)OC(C)(C)C.[ClH:47].